From a dataset of Reaction yield outcomes from USPTO patents with 853,638 reactions. Predict the reaction yield, written as a fraction of the theoretical maximum amount of product (1.0 means a 100% yield; for example, 0.34 means a 34% yield). (1) The reactants are [F:1][C:2]1[CH:3]=[CH:4][C:5]([OH:10])=[C:6]([CH:9]=1)[C:7]#[N:8].Cl[C:12]1[CH:17]=[C:16]([CH3:18])[C:15]([N+:19]([O-:21])=[O:20])=[CH:14][N:13]=1.C(=O)([O-])[O-].[K+].[K+].[H][H]. The catalyst is CN(C=O)C.CCOCC.CO.[Pd]. The product is [F:1][C:2]1[CH:3]=[CH:4][C:5]([O:10][C:12]2[CH:17]=[C:16]([CH3:18])[C:15]([N+:19]([O-:21])=[O:20])=[CH:14][N:13]=2)=[C:6]([CH:9]=1)[C:7]#[N:8]. The yield is 0.700. (2) The reactants are [CH2:1]1[C:10]2[C:5](=[CH:6][CH:7]=[CH:8][CH:9]=2)[CH2:4][CH2:3][N:2]1[CH2:11][CH:12]([OH:41])[CH2:13][NH:14][C:15](=[O:40])[CH2:16][O:17][C:18]1[CH:19]=[C:20]2[C:24](=[CH:25][CH:26]=1)[N:23]([CH:27]1[CH2:32][CH2:31][N:30](C(OC(C)(C)C)=O)[CH2:29][CH2:28]1)[N:22]=[CH:21]2. The catalyst is C(OC(C)=O)C.Cl. The product is [CH2:1]1[C:10]2[C:5](=[CH:6][CH:7]=[CH:8][CH:9]=2)[CH2:4][CH2:3][N:2]1[CH2:11][CH:12]([OH:41])[CH2:13][NH:14][C:15](=[O:40])[CH2:16][O:17][C:18]1[CH:19]=[C:20]2[C:24](=[CH:25][CH:26]=1)[N:23]([CH:27]1[CH2:32][CH2:31][NH:30][CH2:29][CH2:28]1)[N:22]=[CH:21]2. The yield is 0.940. (3) The reactants are [CH3:1][O:2][C:3]1[CH:4]=[CH:5][C:6]2[O:11][CH2:10][C:9](=[O:12])[NH:8][C:7]=2[CH:13]=1.C([O-])([O-])=O.[Cs+].[Cs+].[Cl:20][CH2:21][CH2:22][CH2:23]I. The catalyst is CCCCCCC.CCOC(C)=O. The product is [Cl:20][CH2:21][CH2:22][CH2:23][N:8]1[C:7]2[CH:13]=[C:3]([O:2][CH3:1])[CH:4]=[CH:5][C:6]=2[O:11][CH2:10][C:9]1=[O:12]. The yield is 0.420. (4) The product is [CH2:62]([O:64][C:65]([C:67]1[C:72]([NH:9][C:3]2[CH:4]=[CH:5][C:6]([CH3:8])=[CH:7][C:2]=2[F:1])=[C:71]([CH3:74])[C:70](=[O:75])[N:69]([CH3:76])[C:68]=1[CH3:77])=[O:66])[CH3:63]. The reactants are [F:1][C:2]1[CH:7]=[C:6]([CH3:8])[CH:5]=[CH:4][C:3]=1[NH2:9].C1(P(C2C=CC=CC=2)C2(P(C3C=CC=CC=3)C3C=CC=CC=3)CC=C3C(C=CC=C3)=C2C2C3C(=CC=CC=3)C=CC=2)C=CC=CC=1.C(=O)([O-])[O-].[Cs+].[Cs+].[CH2:62]([O:64][C:65]([C:67]1[C:72](Cl)=[C:71]([CH3:74])[C:70](=[O:75])[N:69]([CH3:76])[C:68]=1[CH3:77])=[O:66])[CH3:63]. The yield is 0.710. The catalyst is C1(C)C=CC=CC=1.CCOC(C)=O.C([O-])(=O)C.[Pd+2].C([O-])(=O)C. (5) The reactants are C(OC([N:8]1[CH2:11][CH:10]([C:12]2[C:17]([N:18]3[CH2:22][CH2:21][CH:20]([CH3:23])[CH2:19]3)=[N:16][CH:15]=[CH:14][N:13]=2)[CH2:9]1)=O)(C)(C)C.[ClH:24].CO. No catalyst specified. The product is [ClH:24].[NH:8]1[CH2:11][CH:10]([C:12]2[C:17]([N:18]3[CH2:22][CH2:21][CH:20]([CH3:23])[CH2:19]3)=[N:16][CH:15]=[CH:14][N:13]=2)[CH2:9]1. The yield is 0.990. (6) The reactants are [C:1]([O:5][C:6](=[O:22])[NH:7][CH2:8][CH2:9][CH2:10][O:11][C:12]1[CH:17]=[CH:16][C:15]([Cl:18])=[CH:14][C:13]=1[N+:19]([O-])=O)([CH3:4])([CH3:3])[CH3:2]. The catalyst is C(O)C.[Pt]=O. The product is [C:1]([O:5][C:6](=[O:22])[NH:7][CH2:8][CH2:9][CH2:10][O:11][C:12]1[CH:17]=[CH:16][C:15]([Cl:18])=[CH:14][C:13]=1[NH2:19])([CH3:4])([CH3:2])[CH3:3]. The yield is 0.860.